This data is from Reaction yield outcomes from USPTO patents with 853,638 reactions. The task is: Predict the reaction yield, written as a fraction of the theoretical maximum amount of product (1.0 means a 100% yield; for example, 0.34 means a 34% yield). (1) The product is [OH:21][C:18]([C:6]1[CH:5]=[C:4]2[C:9]([C:10]([N:12]3[CH2:17][CH2:16][O:15][CH2:14][CH2:13]3)=[N:11][C:2]([C:38]3[CH:37]=[CH:36][C:35]([NH:34][C:32](=[O:33])[NH:31][C:28]4[CH:27]=[CH:26][C:25]([C:24]([N:23]([CH3:51])[CH3:22])=[O:50])=[CH:30][CH:29]=4)=[CH:40][CH:39]=3)=[N:3]2)=[CH:8][CH:7]=1)([CH3:20])[CH3:19]. The reactants are Cl[C:2]1[N:11]=[C:10]([N:12]2[CH2:17][CH2:16][O:15][CH2:14][CH2:13]2)[C:9]2[C:4](=[CH:5][C:6]([C:18]([OH:21])([CH3:20])[CH3:19])=[CH:7][CH:8]=2)[N:3]=1.[CH3:22][N:23]([CH3:51])[C:24](=[O:50])[C:25]1[CH:30]=[CH:29][C:28]([NH:31][C:32]([NH:34][C:35]2[CH:40]=[CH:39][C:38](B3OC(C)(C)C(C)(C)O3)=[CH:37][CH:36]=2)=[O:33])=[CH:27][CH:26]=1.C(=O)([O-])[O-].[Cs+].[Cs+].CN(C=O)C. The catalyst is Cl[Pd](Cl)([P](C1C=CC=CC=1)(C1C=CC=CC=1)C1C=CC=CC=1)[P](C1C=CC=CC=1)(C1C=CC=CC=1)C1C=CC=CC=1.O. The yield is 0.0500. (2) The reactants are [Br:1][C:2]1[CH:23]=[CH:22][C:5]([C:6]([NH:8][NH:9][C:10](=[O:21])[C:11]2[CH:16]=[CH:15][C:14]([C:17]([CH3:20])([CH3:19])[CH3:18])=[CH:13][CH:12]=2)=O)=[CH:4][CH:3]=1.P(=O)(Cl)(Cl)Cl. No catalyst specified. The product is [Br:1][C:2]1[CH:23]=[CH:22][C:5]([C:6]2[O:21][C:10]([C:11]3[CH:12]=[CH:13][C:14]([C:17]([CH3:19])([CH3:18])[CH3:20])=[CH:15][CH:16]=3)=[N:9][N:8]=2)=[CH:4][CH:3]=1. The yield is 0.790. (3) The reactants are [CH:1]1[CH:6]=[N:5][CH:4]=[C:3]2[CH2:7][O:8][C:9]3[CH:10]=[C:11]([O:15][CH2:16][CH:17]([NH:22][C:23](=[O:29])[O:24][C:25]([CH3:28])([CH3:27])[CH3:26])[CH2:18][CH:19]([CH3:21])[CH3:20])[CH:12]=[CH:13][C:14]=3[C:2]=12.C1C(=O)N([Br:37])C(=O)C1. The catalyst is C(#N)C. The product is [Br:37][C:12]1[C:11]([O:15][CH2:16][C@@H:17]([NH:22][C:23](=[O:29])[O:24][C:25]([CH3:27])([CH3:26])[CH3:28])[CH2:18][CH:19]([CH3:21])[CH3:20])=[CH:10][C:9]2[O:8][CH2:7][C:3]3[C:2]([C:14]=2[CH:13]=1)=[CH:1][CH:6]=[N:5][CH:4]=3. The yield is 0.350. (4) The reactants are C[O:2][C:3]([C:5]1[C:13]([NH:14][C:15]2[CH:20]=[CH:19][C:18]([Br:21])=[CH:17][C:16]=2[Cl:22])=[C:12]([F:23])[C:8]2[N:9]=[CH:10][NH:11][C:7]=2[CH:6]=1)=[O:4].[OH-].[Na+]. The catalyst is CCO.C(OCC)(=O)C.O.Cl. The product is [Br:21][C:18]1[CH:19]=[CH:20][C:15]([NH:14][C:13]2[C:5]([C:3]([OH:4])=[O:2])=[CH:6][C:7]3[NH:11][CH:10]=[N:9][C:8]=3[C:12]=2[F:23])=[C:16]([Cl:22])[CH:17]=1. The yield is 0.390. (5) The reactants are [C:1]([O:4][C@H:5]1[CH:22]=[CH:21][C@@:20]2([CH3:23])[C:7](=[CH:8][CH2:9][C@@H:10]3[C@@H:19]2[CH2:18][CH2:17][C@@:15]2([CH3:16])[C@H:11]3[CH2:12][CH2:13][C:14]32OCC[O:24]3)[CH2:6]1)(=[O:3])[CH3:2].O.C1(C)C=CC(S(O)(=O)=O)=CC=1. The catalyst is CC(C)=O.O. The product is [C:1]([O:4][C@H:5]1[CH:22]=[CH:21][C@@:20]2([CH3:23])[C:7](=[CH:8][CH2:9][C@@H:10]3[C@@H:19]2[CH2:18][CH2:17][C@@:15]2([CH3:16])[C@H:11]3[CH2:12][CH2:13][C:14]2=[O:24])[CH2:6]1)(=[O:3])[CH3:2]. The yield is 0.980.